This data is from Reaction yield outcomes from USPTO patents with 853,638 reactions. The task is: Predict the reaction yield, written as a fraction of the theoretical maximum amount of product (1.0 means a 100% yield; for example, 0.34 means a 34% yield). (1) The reactants are Br[C:2]1[C:6]2[C:7](=[O:11])[NH:8][CH:9]=[CH:10][C:5]=2[O:4][CH:3]=1.[N:12]1[CH:17]=[CH:16][C:15](B(O)O)=[CH:14][CH:13]=1.C([O-])([O-])=O.[Na+].[Na+].Cl. The catalyst is CC(=O)OCC.C1(C)C=CC=CC=1.C(O)C. The product is [N:12]1[CH:17]=[CH:16][C:15]([C:2]2[C:6]3[C:7](=[O:11])[NH:8][CH:9]=[CH:10][C:5]=3[O:4][CH:3]=2)=[CH:14][CH:13]=1. The yield is 0.434. (2) The reactants are [NH2:1][C:2]1[N:3]([CH3:26])[C:4](=[O:25])[C:5]([C:17]2[CH:18]=[C:19]([CH:22]=[CH:23][CH:24]=2)[CH:20]=O)([C:7]2[CH:12]=[CH:11][C:10]([O:13][CH:14]([F:16])[F:15])=[CH:9][CH:8]=2)[N:6]=1.[CH2:27]([NH2:33])[C:28]1[O:32][CH:31]=[CH:30][CH:29]=1.[BH4-].[Na+].[OH-].[Na+]. The catalyst is CO. The product is [NH2:1][C:2]1[N:3]([CH3:26])[C:4](=[O:25])[C:5]([C:7]2[CH:12]=[CH:11][C:10]([O:13][CH:14]([F:16])[F:15])=[CH:9][CH:8]=2)([C:17]2[CH:24]=[CH:23][CH:22]=[C:19]([CH2:20][NH:33][CH2:27][C:28]3[O:32][CH:31]=[CH:30][CH:29]=3)[CH:18]=2)[N:6]=1. The yield is 0.710. (3) The catalyst is CO.C(#N)C. The yield is 0.610. The product is [C:3]1([CH:2]([C:9]2[CH:14]=[CH:13][CH:12]=[CH:11][CH:10]=2)[N:15]2[CH2:19][CH2:18][CH2:17][CH2:16]2)[CH:8]=[CH:7][CH:6]=[CH:5][CH:4]=1. The reactants are Cl[CH:2]([C:9]1[CH:14]=[CH:13][CH:12]=[CH:11][CH:10]=1)[C:3]1[CH:8]=[CH:7][CH:6]=[CH:5][CH:4]=1.[NH:15]1[CH2:19][CH2:18][CH2:17][CH2:16]1.[I-].[K+].C(=O)([O-])O.[Na+]. (4) The reactants are [Br:1][C:2]1[C:10]2[C:5](=[N:6][CH:7]=[CH:8][CH:9]=2)[NH:4][CH:3]=1.[Li]CCCC.[S:16](Cl)([C:19]1[CH:25]=[CH:24][C:22]([CH3:23])=[CH:21][CH:20]=1)(=[O:18])=[O:17]. The catalyst is C1COCC1. The product is [Br:1][C:2]1[C:10]2[C:5](=[N:6][CH:7]=[CH:8][CH:9]=2)[N:4]([S:16]([C:19]2[CH:25]=[CH:24][C:22]([CH3:23])=[CH:21][CH:20]=2)(=[O:18])=[O:17])[CH:3]=1. The yield is 0.840. (5) The reactants are [CH3:1][O:2][C@@H:3]1[CH2:7][N:6](C(OCC2C=CC=CC=2)=O)[C@H:5]([C:18]([O:20][CH3:21])=[O:19])[CH2:4]1.[OH-].[Na+].O=C[C:26]([Cl:29])([Cl:28])[Cl:27].C(#N)C. The catalyst is O1CCCC1.CO. The product is [CH3:1][O:2][C@@H:3]1[CH2:7][N:6]2[C@@H:21]([C:26]([Cl:29])([Cl:28])[Cl:27])[O:20][C:18](=[O:19])[C@@H:5]2[CH2:4]1. The yield is 0.690. (6) The reactants are C1C(=O)N(Cl)C(=O)C1.[CH:9]1[C:14]2[CH:15]=[C:16]3[C:31]4[C:20]([C:21]5[C:32]6[C:25](=[CH:26][CH:27]=[CH:28][C:29]=6[C:30]=4[C:13]=2[CH:12]=[CH:11][CH:10]=1)[CH:24]=[CH:23][CH:22]=5)=[CH:19][C:18]1[CH:33]=[CH:34][CH:35]=[CH:36][C:17]3=1.[Li]CCCC.[Si:42](OCC)([O:49][CH2:50][CH3:51])([O:46][CH2:47][CH3:48])[O:43][CH2:44][CH3:45]. The catalyst is CC(O)=O.C1COCC1.C(Cl)(Cl)Cl. The product is [O:43]([Si:42]([C:9]1[C:14]2[CH:15]=[C:16]3[C:31]4[C:20]([C:21]5[C:32]6[C:25](=[CH:26][CH:27]=[CH:28][C:29]=6[C:30]=4[C:13]=2[CH:12]=[CH:11][CH:10]=1)[CH:24]=[CH:23][CH:22]=5)=[CH:19][C:18]1[CH:33]=[CH:34][CH:35]=[CH:36][C:17]3=1)([O:49][CH2:50][CH3:51])[O:46][CH2:47][CH3:48])[CH2:44][CH3:45]. The yield is 0.0800.